Predict the product of the given reaction. From a dataset of Forward reaction prediction with 1.9M reactions from USPTO patents (1976-2016). Given the reactants [Cl:1][C:2]1[C:10]2[N:6]([C:7]([CH:14]3[CH2:18][CH2:17][CH2:16][O:15]3)=[CH:8][C:9]=2[C:11]([OH:13])=O)[CH:5]=[CH:4][CH:3]=1.Cl.[F:20][C:21]1([F:29])[CH2:26][CH2:25][CH2:24][CH:23]([CH2:27][NH2:28])[CH2:22]1.Cl.CN(C)CCCN=C=NCC.N1(O)C2C=CC=CC=2N=N1.C(N(C(C)C)C(C)C)C, predict the reaction product. The product is: [F:20][C:21]1([F:29])[CH2:26][CH2:25][CH2:24][CH:23]([CH2:27][NH:28][C:11]([C:9]2[CH:8]=[C:7]([CH:14]3[CH2:18][CH2:17][CH2:16][O:15]3)[N:6]3[C:10]=2[C:2]([Cl:1])=[CH:3][CH:4]=[CH:5]3)=[O:13])[CH2:22]1.